This data is from Forward reaction prediction with 1.9M reactions from USPTO patents (1976-2016). The task is: Predict the product of the given reaction. Given the reactants [OH:1][C:2]1[CH:3]=[C:4]([CH:10]=[CH:11][CH:12]=1)[CH:5]=[CH:6][C:7]([OH:9])=[O:8].[N+:13]([O-])([O-:15])=[O:14].[Na+].S(=O)(=O)(O)O.N([O-])=O.[Na+], predict the reaction product. The product is: [N+:13]([C:12]1[CH:11]=[CH:10][C:4]([CH:5]=[CH:6][C:7]([OH:9])=[O:8])=[CH:3][C:2]=1[OH:1])([O-:15])=[O:14].